From a dataset of NCI-60 drug combinations with 297,098 pairs across 59 cell lines. Regression. Given two drug SMILES strings and cell line genomic features, predict the synergy score measuring deviation from expected non-interaction effect. (1) Drug 1: C1=CC(=C2C(=C1NCCNCCO)C(=O)C3=C(C=CC(=C3C2=O)O)O)NCCNCCO. Drug 2: C1=C(C(=O)NC(=O)N1)N(CCCl)CCCl. Cell line: HCT-15. Synergy scores: CSS=62.1, Synergy_ZIP=-4.86, Synergy_Bliss=-3.45, Synergy_Loewe=-9.75, Synergy_HSA=0.000403. (2) Drug 1: C1=NNC2=C1C(=O)NC=N2. Drug 2: CC1=C(C(=O)C2=C(C1=O)N3CC4C(C3(C2COC(=O)N)OC)N4)N. Cell line: LOX IMVI. Synergy scores: CSS=46.1, Synergy_ZIP=0.619, Synergy_Bliss=0.666, Synergy_Loewe=-19.8, Synergy_HSA=1.79. (3) Drug 1: CCCS(=O)(=O)NC1=C(C(=C(C=C1)F)C(=O)C2=CNC3=C2C=C(C=N3)C4=CC=C(C=C4)Cl)F. Drug 2: CC(C1=C(C=CC(=C1Cl)F)Cl)OC2=C(N=CC(=C2)C3=CN(N=C3)C4CCNCC4)N. Cell line: HOP-62. Synergy scores: CSS=-1.47, Synergy_ZIP=0.354, Synergy_Bliss=-1.40, Synergy_Loewe=-4.15, Synergy_HSA=-4.04. (4) Drug 1: C1=CC(=CC=C1CCCC(=O)O)N(CCCl)CCCl. Drug 2: CC1=C2C(C(=O)C3(C(CC4C(C3C(C(C2(C)C)(CC1OC(=O)C(C(C5=CC=CC=C5)NC(=O)C6=CC=CC=C6)O)O)OC(=O)C7=CC=CC=C7)(CO4)OC(=O)C)O)C)OC(=O)C. Cell line: NCI-H522. Synergy scores: CSS=39.9, Synergy_ZIP=-15.1, Synergy_Bliss=-14.4, Synergy_Loewe=-18.8, Synergy_HSA=-9.50. (5) Drug 1: CC1=C2C(C(=O)C3(C(CC4C(C3C(C(C2(C)C)(CC1OC(=O)C(C(C5=CC=CC=C5)NC(=O)OC(C)(C)C)O)O)OC(=O)C6=CC=CC=C6)(CO4)OC(=O)C)OC)C)OC. Drug 2: C1=NC2=C(N=C(N=C2N1C3C(C(C(O3)CO)O)F)Cl)N. Cell line: IGROV1. Synergy scores: CSS=31.5, Synergy_ZIP=-4.83, Synergy_Bliss=-2.17, Synergy_Loewe=-0.745, Synergy_HSA=2.16. (6) Cell line: EKVX. Synergy scores: CSS=1.70, Synergy_ZIP=1.56, Synergy_Bliss=3.39, Synergy_Loewe=0.105, Synergy_HSA=0.470. Drug 2: CC12CCC3C(C1CCC2OP(=O)(O)O)CCC4=C3C=CC(=C4)OC(=O)N(CCCl)CCCl.[Na+]. Drug 1: C1=NC2=C(N=C(N=C2N1C3C(C(C(O3)CO)O)F)Cl)N.